This data is from Forward reaction prediction with 1.9M reactions from USPTO patents (1976-2016). The task is: Predict the product of the given reaction. (1) Given the reactants CCN(C(C)C)C(C)C.[NH2:10][C:11]1[CH:23]=[CH:22][C:14]([CH:15]=[CH:16][C:17]([O:19][CH2:20][CH3:21])=[O:18])=[CH:13][CH:12]=1.CN(C(ON1N=[N:39][C:34]2[CH:35]=[CH:36][CH:37]=N[C:33]1=2)=[N+](C)C)C.F[P-](F)(F)(F)(F)F.CC([O:52]C)(C)C, predict the reaction product. The product is: [NH2:39][C:34]1([C:33]([NH:10][C:11]2[CH:12]=[CH:13][C:14](/[CH:15]=[CH:16]/[C:17]([O:19][CH2:20][CH3:21])=[O:18])=[CH:22][CH:23]=2)=[O:52])[CH2:37][CH2:36][CH2:35]1. (2) Given the reactants C=CC1C=CC=CC=1.C=CC(=C)C.C=CC1C=CC=CC=1.C(O)C(O)C.C1CN(CCO)CC1.[CH:35]1[CH:40]=[C:39]([CH2:41][C:42]([OH:44])=[O:43])[C:38]([NH:45][C:46]2[C:51]([Cl:52])=[CH:50][CH:49]=[CH:48][C:47]=2[Cl:53])=[CH:37][CH:36]=1, predict the reaction product. The product is: [CH:35]1[CH:36]=[CH:37][C:38]([NH:45][C:46]2[C:51]([Cl:52])=[CH:50][CH:49]=[CH:48][C:47]=2[Cl:53])=[C:39]([CH2:41][C:42]([OH:44])=[O:43])[CH:40]=1. (3) Given the reactants [C:1](#[N:5])[CH:2]([CH3:4])[CH3:3].Br[CH2:7][CH2:8][CH2:9][Cl:10].C[Si]([NH-])(C)C.C[Si]([NH-])(C)C.[Li+].[Li+], predict the reaction product. The product is: [Cl:10][CH2:9][CH2:8][CH2:7][C:2]([CH3:4])([CH3:3])[C:1]#[N:5]. (4) Given the reactants CO[CH:3](OC)[N:4]([CH3:6])[CH3:5].[F:9][C:10]1[CH:15]=[CH:14][C:13]([C:16](=[O:29])[CH2:17][C:18]2[CH:28]=[CH:27][C:21]3[O:22][CH2:23][C:24](=[O:26])[NH:25][C:20]=3[CH:19]=2)=[C:12]([CH3:30])[CH:11]=1, predict the reaction product. The product is: [CH3:6][N:4]([CH3:5])[CH:3]=[C:17]([C:18]1[CH:28]=[CH:27][C:21]2[O:22][CH2:23][C:24](=[O:26])[NH:25][C:20]=2[CH:19]=1)[C:16]([C:13]1[CH:14]=[CH:15][C:10]([F:9])=[CH:11][C:12]=1[CH3:30])=[O:29]. (5) Given the reactants [C:1]([C:3]1[CH:4]=[C:5]([S:22]([N:25](CC2C=CC(OC)=CC=2OC)[C:26]2[S:30][N:29]=[CH:28][N:27]=2)(=[O:24])=[O:23])[CH:6]=[CH:7][C:8]=1[CH2:9][C:10]1[CH:15]=[CH:14][C:13]([C:16]([F:19])([F:18])[F:17])=[CH:12][C:11]=1[O:20][CH3:21])#[N:2].FC(F)(F)C(O)=O, predict the reaction product. The product is: [C:1]([C:3]1[CH:4]=[C:5]([S:22]([NH:25][C:26]2[S:30][N:29]=[CH:28][N:27]=2)(=[O:24])=[O:23])[CH:6]=[CH:7][C:8]=1[CH2:9][C:10]1[CH:15]=[CH:14][C:13]([C:16]([F:19])([F:17])[F:18])=[CH:12][C:11]=1[O:20][CH3:21])#[N:2]. (6) Given the reactants [F:1][C:2]1[CH:7]=[CH:6][C:5]([C:8]([F:11])([F:10])[F:9])=[CH:4][C:3]=1[NH:12][C:13]1[N:17]([CH3:18])[C:16]2[CH:19]=[CH:20][C:21]([O:23][C:24]3[CH:29]=[CH:28][N:27]=[C:26]([NH:30][C:31]([CH:33]4[CH2:38][CH2:37][NH:36][CH2:35][CH2:34]4)=[O:32])[CH:25]=3)=[CH:22][C:15]=2[N:14]=1.[C:39](OC(=O)C)(=[O:41])[CH3:40], predict the reaction product. The product is: [C:39]([N:36]1[CH2:37][CH2:38][CH:33]([C:31]([NH:30][C:26]2[CH:25]=[C:24]([O:23][C:21]3[CH:20]=[CH:19][C:16]4[N:17]([CH3:18])[C:13]([NH:12][C:3]5[CH:4]=[C:5]([C:8]([F:9])([F:10])[F:11])[CH:6]=[CH:7][C:2]=5[F:1])=[N:14][C:15]=4[CH:22]=3)[CH:29]=[CH:28][N:27]=2)=[O:32])[CH2:34][CH2:35]1)(=[O:41])[CH3:40]. (7) Given the reactants C(O[C:4](=[O:46])[CH2:5][C:6]([C:8]1[CH:13]=[CH:12][C:11]([CH2:14][N:15]2[CH:19]=[C:18]([C:20]3[CH:25]=[CH:24][C:23]([Cl:26])=[CH:22][C:21]=3[Cl:27])[N:17]=[C:16]2/[CH:28]=[CH:29]/[C:30]2[CH:35]=[CH:34][C:33]([C:36]3[CH:41]=[CH:40][CH:39]=[C:38]([C:42]([F:45])([F:44])[F:43])[CH:37]=3)=[CH:32][CH:31]=2)=[CH:10][CH:9]=1)=O)C.Cl.Cl.[NH2:49][NH2:50], predict the reaction product. The product is: [Cl:27][C:21]1[CH:22]=[C:23]([Cl:26])[CH:24]=[CH:25][C:20]=1[C:18]1[N:17]=[C:16](/[CH:28]=[CH:29]/[C:30]2[CH:31]=[CH:32][C:33]([C:36]3[CH:41]=[CH:40][CH:39]=[C:38]([C:42]([F:45])([F:44])[F:43])[CH:37]=3)=[CH:34][CH:35]=2)[N:15]([CH2:14][C:11]2[CH:10]=[CH:9][C:8]([C:6]3[NH:50][N:49]=[C:4]([OH:46])[CH:5]=3)=[CH:13][CH:12]=2)[CH:19]=1. (8) Given the reactants [CH3:1][O:2][C:3]1[CH:28]=[C:27]([O:29][CH3:30])[CH:26]=[CH:25][C:4]=1[CH2:5][NH:6][C:7]1[N:12]=[C:11]([NH:13][C@@H:14]([C:16]2[CH:17]=[N:18][CH:19]=[CH:20][CH:21]=2)[CH3:15])[C:10]([N+:22]([O-:24])=[O:23])=[CH:9][CH:8]=1.[C:31](O[C:31]([O:33][C:34]([CH3:37])([CH3:36])[CH3:35])=[O:32])([O:33][C:34]([CH3:37])([CH3:36])[CH3:35])=[O:32], predict the reaction product. The product is: [CH3:1][O:2][C:3]1[CH:28]=[C:27]([O:29][CH3:30])[CH:26]=[CH:25][C:4]=1[CH2:5][N:6]([C:7]1[CH:8]=[CH:9][C:10]([N+:22]([O-:24])=[O:23])=[C:11]([NH:13][C@@H:14]([C:16]2[CH:17]=[N:18][CH:19]=[CH:20][CH:21]=2)[CH3:15])[N:12]=1)[C:31](=[O:32])[O:33][C:34]([CH3:37])([CH3:36])[CH3:35]. (9) Given the reactants [CH3:1][C:2]1[N:7]=[C:6](/[CH:8]=[N:9]/[OH:10])[CH:5]=[CH:4][CH:3]=1.[Cl:11]N1C(=O)CCC1=O, predict the reaction product. The product is: [OH:10][N:9]=[C:8]([Cl:11])[C:6]1[CH:5]=[CH:4][CH:3]=[C:2]([CH3:1])[N:7]=1.